From a dataset of Forward reaction prediction with 1.9M reactions from USPTO patents (1976-2016). Predict the product of the given reaction. (1) Given the reactants [O:1]1[CH2:5][CH2:4][O:3][CH:2]1[CH2:6][CH:7]1[CH2:12][C:11](=[O:13])[CH2:10][C:9](=[O:14])[CH2:8]1.C(Cl)(Cl)Cl.C1(C)C=CC=CC=1.C([O-])(=O)C.C([O-])(=O)C.C([O-])(=O)C.[Cl:38][C:39]1[CH:44]=[CH:43][C:42]([C:45]2[CH:50]=[CH:49][C:48]([CH3:51])=[C:47]([Pb+3])[CH:46]=2)=[CH:41][CH:40]=1, predict the reaction product. The product is: [Cl:38][C:39]1[CH:40]=[CH:41][C:42]([C:45]2[CH:50]=[CH:49][C:48]([CH3:51])=[C:47]([CH:10]3[C:11](=[O:13])[CH2:12][CH:7]([CH2:6][CH:2]4[O:3][CH2:4][CH2:5][O:1]4)[CH2:8][C:9]3=[O:14])[CH:46]=2)=[CH:43][CH:44]=1. (2) Given the reactants [CH2:1]([O:4][C:5]1[CH:10]=[CH:9][C:8]([CH2:11][C@H:12]([NH2:17])[C:13]([O:15][CH3:16])=[O:14])=[CH:7][C:6]=1[Cl:18])[CH:2]=[CH2:3].[CH2:19]([O:22][C:23]1[CH:31]=[CH:30][CH:29]=[CH:28][C:24]=1[C:25](O)=[O:26])[CH:20]=[CH2:21].CN(C(ON1N=NC2C=CC=NC1=2)=[N+](C)C)C.F[P-](F)(F)(F)(F)F.CCN(C(C)C)C(C)C.C([O-])(O)=O.[Na+], predict the reaction product. The product is: [CH3:16][O:15][C:13](=[O:14])[C@@H:12]([NH:17][C:25](=[O:26])[C:24]1[CH:28]=[CH:29][CH:30]=[CH:31][C:23]=1[O:22][CH2:19][CH:20]=[CH2:21])[CH2:11][C:8]1[CH:9]=[CH:10][C:5]([O:4][CH2:1][CH:2]=[CH2:3])=[C:6]([Cl:18])[CH:7]=1.